Predict the reaction yield, written as a fraction of the theoretical maximum amount of product (1.0 means a 100% yield; for example, 0.34 means a 34% yield). From a dataset of Reaction yield outcomes from USPTO patents with 853,638 reactions. (1) The reactants are [Cl:1][C:2]1[CH:7]=[C:6]([N+:8]([O-:10])=[O:9])[CH:5]=[C:4]([CH3:11])[C:3]=1[NH2:12].[CH:13]1([CH2:18][C:19](Cl)=[O:20])[CH2:17][CH2:16][CH2:15][CH2:14]1. The catalyst is C(#N)C. The product is [Cl:1][C:2]1[CH:7]=[C:6]([N+:8]([O-:10])=[O:9])[CH:5]=[C:4]([CH3:11])[C:3]=1[NH:12][C:19](=[O:20])[CH2:18][CH:13]1[CH2:17][CH2:16][CH2:15][CH2:14]1. The yield is 0.580. (2) The reactants are [CH2:1]([N:4]1[C:12]2[CH2:11][CH2:10][N:9]([C:13](=[O:22])[CH2:14][O:15][C:16]3[CH:21]=[CH:20][CH:19]=[CH:18][CH:17]=3)[CH2:8][C:7]=2[C:6]([C:23]2[CH:28]=[CH:27][CH:26]=[CH:25][CH:24]=2)=[N:5]1)[CH:2]=C.[BH4-].[Na+].C1C[O:34]CC1. The catalyst is O.O=[Os](=O)(=O)=O. The product is [OH:34][CH2:2][CH2:1][N:4]1[C:12]2[CH2:11][CH2:10][N:9]([C:13](=[O:22])[CH2:14][O:15][C:16]3[CH:17]=[CH:18][CH:19]=[CH:20][CH:21]=3)[CH2:8][C:7]=2[C:6]([C:23]2[CH:28]=[CH:27][CH:26]=[CH:25][CH:24]=2)=[N:5]1. The yield is 0.299.